Dataset: Reaction yield outcomes from USPTO patents with 853,638 reactions. Task: Predict the reaction yield, written as a fraction of the theoretical maximum amount of product (1.0 means a 100% yield; for example, 0.34 means a 34% yield). (1) The reactants are [OH:1][C:2]1[N:9]=[C:8]([CH3:10])[CH:7]=[C:6]([CH3:11])[C:3]=1[C:4]#[N:5].[CH2:12](Cl)[C:13]1[CH:18]=[CH:17][CH:16]=[CH:15][CH:14]=1. The catalyst is [Ag-]=O.C1(C)C=CC=CC=1. The product is [CH2:12]([O:1][C:2]1[N:9]=[C:8]([CH3:10])[CH:7]=[C:6]([CH3:11])[C:3]=1[C:4]#[N:5])[C:13]1[CH:18]=[CH:17][CH:16]=[CH:15][CH:14]=1. The yield is 0.940. (2) The yield is 0.830. The product is [CH2:1]([N:8]1[CH2:12][CH2:11][N:10]([C@@H:13]([C:55]([CH3:58])([CH3:57])[CH3:56])[C:14]([NH:16][C@@H:17]([CH2:48][C:49]2[CH:54]=[CH:53][CH:52]=[CH:51][CH:50]=2)[C@@H:18]([O:47][CH2:60][S:61][CH3:62])[CH2:19][C@@H:20]([NH:34][C:35](=[O:36])[C@H:37]([C:38]([CH3:41])([CH3:40])[CH3:39])[NH:42][C:43]([O:44][CH3:45])=[O:46])[CH2:21][C:22]2[CH:27]=[CH:26][C:25]([C:28]3[CH:33]=[CH:32][CH:31]=[CH:30][N:29]=3)=[CH:24][CH:23]=2)=[O:15])[C:9]1=[O:59])[C:2]1[CH:3]=[CH:4][CH:5]=[CH:6][CH:7]=1. The reactants are [CH2:1]([N:8]1[CH2:12][CH2:11][N:10]([C@@H:13]([C:55]([CH3:58])([CH3:57])[CH3:56])[C:14]([NH:16][C@@H:17]([CH2:48][C:49]2[CH:54]=[CH:53][CH:52]=[CH:51][CH:50]=2)[C@@H:18]([OH:47])[CH2:19][C@@H:20]([NH:34][C:35]([C@@H:37]([NH:42][C:43](=[O:46])[O:44][CH3:45])[C:38]([CH3:41])([CH3:40])[CH3:39])=[O:36])[CH2:21][C:22]2[CH:27]=[CH:26][C:25]([C:28]3[CH:33]=[CH:32][CH:31]=[CH:30][N:29]=3)=[CH:24][CH:23]=2)=[O:15])[C:9]1=[O:59])[C:2]1[CH:7]=[CH:6][CH:5]=[CH:4][CH:3]=1.[CH3:60][S:61][CH3:62].C(OOC(=O)C1C=CC=CC=1)(=O)C1C=CC=CC=1.O. The catalyst is C(#N)C.C(OCC)(=O)C. (3) The reactants are [F:1][C:2]1[CH:3]=[C:4]([CH:7]=[CH:8][C:9]=1[O:10]C)[CH:5]=[O:6].B(Br)(Br)Br. The catalyst is ClCCl. The product is [F:1][C:2]1[CH:3]=[C:4]([CH:7]=[CH:8][C:9]=1[OH:10])[CH:5]=[O:6]. The yield is 0.549. (4) The reactants are [Br:1][C:2]1[CH:10]=[CH:9][C:5]([C:6]([OH:8])=O)=[C:4]([CH3:11])[CH:3]=1.[CH:12]1([NH2:15])[CH2:14][CH2:13]1.C(Cl)CCl. The catalyst is C(Cl)Cl. The product is [Br:1][C:2]1[CH:10]=[CH:9][C:5]([C:6]([NH:15][CH:12]2[CH2:14][CH2:13]2)=[O:8])=[C:4]([CH3:11])[CH:3]=1. The yield is 0.734. (5) The reactants are C([O:8][C:9]1[N:10]=[N:11][C:12]([C:23]#[CH:24])=[CH:13][C:14]=1[O:15]CC1C=CC=CC=1)C1C=CC=CC=1. The catalyst is C(OCC)(=O)C.[Pd]. The product is [CH2:23]([C:12]1[CH:13]=[C:14]([OH:15])[C:9](=[O:8])[NH:10][N:11]=1)[CH3:24]. The yield is 0.520.